From a dataset of Full USPTO retrosynthesis dataset with 1.9M reactions from patents (1976-2016). Predict the reactants needed to synthesize the given product. (1) Given the product [CH3:18][O:17][CH2:16][N:8]1[C:7]2[CH:19]=[C:3]([CH2:2][NH:1][CH:22]=[O:24])[CH:4]=[CH:5][C:6]=2[S:11][C:10]2[N:12]=[CH:13][CH:14]=[N:15][C:9]1=2, predict the reactants needed to synthesize it. The reactants are: [NH2:1][CH2:2][C:3]1[CH:4]=[CH:5][C:6]2[S:11][C:10]3[N:12]=[CH:13][CH:14]=[N:15][C:9]=3[N:8]([CH2:16][O:17][CH3:18])[C:7]=2[CH:19]=1.[Cl-].[NH4+].[C:22](OCC)(=[O:24])C. (2) Given the product [F:1][C:2]1[C:3]2[O:28][N:27]=[C:26]([N:29]3[CH:33]=[C:32]([C:34]([OH:36])=[O:35])[CH:31]=[N:30]3)[C:4]=2[CH:5]=[C:6]2[C:19]=1[N:18]1[CH2:20][C@@H:21]([CH3:25])[O:22][C@@H:23]([CH3:24])[C@@H:17]1[C:8]1([C:13](=[O:14])[NH:12][C:11](=[O:15])[NH:10][C:9]1=[O:16])[CH2:7]2, predict the reactants needed to synthesize it. The reactants are: [F:1][C:2]1[C:3]2[O:28][N:27]=[C:26]([N:29]3[CH:33]=[C:32]([C:34]([O:36]CC)=[O:35])[CH:31]=[N:30]3)[C:4]=2[CH:5]=[C:6]2[C:19]=1[N:18]1[CH2:20][C@@H:21]([CH3:25])[O:22][C@@H:23]([CH3:24])[C@@H:17]1[C:8]1([C:13](=[O:14])[NH:12][C:11](=[O:15])[NH:10][C:9]1=[O:16])[CH2:7]2.[OH-].[Na+].Cl. (3) The reactants are: [Cl:1][C:2]1[C:3]([O:21][CH3:22])=[CH:4][CH:5]=[C:6]2[C:11]=1[N:10]=[C:9]([C:12]1[S:13][CH:14]=[C:15]([CH:17]3[CH2:19][CH2:18]3)[N:16]=1)[CH:8]=[C:7]2O.O=P(Cl)(Cl)[Cl:25]. Given the product [Cl:25][C:7]1[C:6]2[C:11](=[C:2]([Cl:1])[C:3]([O:21][CH3:22])=[CH:4][CH:5]=2)[N:10]=[C:9]([C:12]2[S:13][CH:14]=[C:15]([CH:17]3[CH2:19][CH2:18]3)[N:16]=2)[CH:8]=1, predict the reactants needed to synthesize it. (4) Given the product [F:1][C:2]1[C:3]([NH:13][C:14]2[CH:19]=[CH:18][C:17]([I:20])=[CH:16][C:15]=2[CH3:21])=[C:4]([C:5]2[O:6][C:22]([SH:23])=[N:8][N:7]=2)[CH:9]=[CH:10][C:11]=1[F:12], predict the reactants needed to synthesize it. The reactants are: [F:1][C:2]1[C:3]([NH:13][C:14]2[CH:19]=[CH:18][C:17]([I:20])=[CH:16][C:15]=2[CH3:21])=[C:4]([CH:9]=[CH:10][C:11]=1[F:12])[C:5]([NH:7][NH2:8])=[O:6].[C:22](=S)=[S:23].[OH-].[K+].Cl. (5) The reactants are: [NH2:1][C:2]1[CH:9]=[CH:8][C:7]([CH:10]([CH3:12])[CH3:11])=[CH:6][C:3]=1[C:4]#[N:5].F[C:14]1[CH:19]=[C:18]([F:20])[CH:17]=[CH:16][C:15]=1[N+:21]([O-:23])=[O:22].[OH-].[Li+].C(OCC)(=O)C. Given the product [F:20][C:18]1[CH:17]=[CH:16][C:15]([N+:21]([O-:23])=[O:22])=[C:14]([NH:1][C:2]2[CH:9]=[CH:8][C:7]([CH:10]([CH3:12])[CH3:11])=[CH:6][C:3]=2[C:4]#[N:5])[CH:19]=1, predict the reactants needed to synthesize it.